The task is: Regression. Given a peptide amino acid sequence and an MHC pseudo amino acid sequence, predict their binding affinity value. This is MHC class I binding data.. This data is from Peptide-MHC class I binding affinity with 185,985 pairs from IEDB/IMGT. (1) The peptide sequence is YVRGYLRGY. The binding affinity (normalized) is 0.0847. The MHC is HLA-A02:01 with pseudo-sequence HLA-A02:01. (2) The peptide sequence is VRRRLTARGLL. The MHC is Mamu-B03 with pseudo-sequence Mamu-B03. The binding affinity (normalized) is 0.536. (3) The peptide sequence is GFMRFFQLLR. The MHC is HLA-A03:01 with pseudo-sequence HLA-A03:01. The binding affinity (normalized) is 0.421. (4) The peptide sequence is VALLNQYPL. The MHC is H-2-Kb with pseudo-sequence H-2-Kb. The binding affinity (normalized) is 0.453. (5) The MHC is HLA-A11:01 with pseudo-sequence HLA-A11:01. The peptide sequence is FLIVSLCPTK. The binding affinity (normalized) is 0.927. (6) The peptide sequence is YLLDGLRAQ. The MHC is HLA-A02:01 with pseudo-sequence HLA-A02:01. The binding affinity (normalized) is 0.297. (7) The peptide sequence is GITGGHIPK. The MHC is HLA-A02:01 with pseudo-sequence HLA-A02:01. The binding affinity (normalized) is 0.0847. (8) The peptide sequence is IIGLLKIFR. The binding affinity (normalized) is 0.0847. The MHC is HLA-A26:03 with pseudo-sequence HLA-A26:03.